This data is from Peptide-MHC class I binding affinity with 185,985 pairs from IEDB/IMGT. The task is: Regression. Given a peptide amino acid sequence and an MHC pseudo amino acid sequence, predict their binding affinity value. This is MHC class I binding data. (1) The peptide sequence is ITTESIVIW. The MHC is HLA-B35:01 with pseudo-sequence HLA-B35:01. The binding affinity (normalized) is 0.0178. (2) The peptide sequence is HYDQKLGSY. The MHC is HLA-A26:01 with pseudo-sequence HLA-A26:01. The binding affinity (normalized) is 0.0302. (3) The peptide sequence is INIKTAQL. The MHC is H-2-Kb with pseudo-sequence H-2-Kb. The binding affinity (normalized) is 0.719. (4) The peptide sequence is GMSKEPGVVS. The MHC is HLA-B58:01 with pseudo-sequence HLA-B58:01. The binding affinity (normalized) is 0.349. (5) The peptide sequence is YTTTGASRN. The MHC is Mamu-A01 with pseudo-sequence Mamu-A01. The binding affinity (normalized) is 0.0454. (6) The peptide sequence is YAAPQLFPV. The MHC is HLA-C12:03 with pseudo-sequence HLA-C12:03. The binding affinity (normalized) is 0.872.